Dataset: Reaction yield outcomes from USPTO patents with 853,638 reactions. Task: Predict the reaction yield, written as a fraction of the theoretical maximum amount of product (1.0 means a 100% yield; for example, 0.34 means a 34% yield). (1) The reactants are [Cl:1][C:2]1[N:7]=[C:6]([NH:8][C:9]2[C:10]([NH2:15])=[CH:11][CH:12]=[CH:13][CH:14]=2)[C:5]([F:16])=[CH:4][N:3]=1.[CH3:17][S:18](Cl)(=[O:20])=[O:19]. The catalyst is N1C=CC=CC=1.O.C(OCC)(=O)C. The product is [Cl:1][C:2]1[N:7]=[C:6]([NH:8][C:9]2[CH:14]=[CH:13][CH:12]=[CH:11][C:10]=2[NH:15][S:18]([CH3:17])(=[O:20])=[O:19])[C:5]([F:16])=[CH:4][N:3]=1. The yield is 0.720. (2) The reactants are [C:1]([O:5][C:6]([NH:8][C@H:9]1[CH2:14][CH2:13][C@@H:12]([CH2:15]O)[CH2:11][CH2:10]1)=[O:7])([CH3:4])([CH3:3])[CH3:2].C1(P(C2C=CC=CC=2)C2C=CC=CC=2)C=CC=CC=1.[C:36]1(=[O:46])[NH:40][C:39](=[O:41])[C:38]2=[CH:42][CH:43]=[CH:44][CH:45]=[C:37]12.N(C(OC(C)C)=O)=NC(OC(C)C)=O. The catalyst is C1COCC1. The product is [C:1]([O:5][C:6]([NH:8][C@H:9]1[CH2:10][CH2:11][C@@H:12]([CH2:15][N:40]2[C:39](=[O:41])[C:38]3[CH:42]=[CH:43][CH:44]=[CH:45][C:37]=3[C:36]2=[O:46])[CH2:13][CH2:14]1)=[O:7])([CH3:2])([CH3:3])[CH3:4]. The yield is 0.620. (3) The reactants are [O:1]=[C:2]([NH:13][S:14]([C:17]1[CH:22]=[CH:21][CH:20]=[CH:19][CH:18]=1)(=[O:16])=[O:15])[CH2:3][CH2:4][NH:5]C(=O)OC(C)(C)C.C(O)(C(F)(F)F)=O. The catalyst is ClCCl. The product is [NH2:5][CH2:4][CH2:3][C:2]([NH:13][S:14]([C:17]1[CH:22]=[CH:21][CH:20]=[CH:19][CH:18]=1)(=[O:16])=[O:15])=[O:1]. The yield is 0.400. (4) The reactants are [Br:1][C:2]1[N:7]=[CH:6][C:5]2[N:8]=[C:9]([CH2:17][C:18]#[N:19])[N:10]([C:11]3[CH:16]=[CH:15][CH:14]=[CH:13][CH:12]=3)[C:4]=2[CH:3]=1.[N:20]([O-])=[O:21].[Na+]. The catalyst is CO.Cl. The product is [Br:1][C:2]1[N:7]=[CH:6][C:5]2[N:8]=[C:9]([C:17](=[N:20][OH:21])[C:18]#[N:19])[N:10]([C:11]3[CH:16]=[CH:15][CH:14]=[CH:13][CH:12]=3)[C:4]=2[CH:3]=1. The yield is 0.990. (5) The reactants are C([O:3][C:4]([C:6]1[C:7]([C:12]2[CH:17]=[CH:16][C:15]([F:18])=[CH:14][C:13]=2[Cl:19])=[CH:8][CH:9]=[CH:10][CH:11]=1)=[O:5])C.[OH-].[Na+]. The catalyst is C(O)C. The product is [Cl:19][C:13]1[CH:14]=[C:15]([F:18])[CH:16]=[CH:17][C:12]=1[C:7]1[C:6]([C:4]([OH:5])=[O:3])=[CH:11][CH:10]=[CH:9][CH:8]=1. The yield is 0.930. (6) The reactants are Cl.[F:2][C:3]([F:20])([F:19])[C:4]1[CH:5]=[C:6]([CH:10]2[CH2:13][C:12]3([CH2:18][CH2:17][NH:16][CH2:15][CH2:14]3)[CH2:11]2)[CH:7]=[CH:8][CH:9]=1.CC1C=C(C2CC3(CCN([C:37]([O:39][C:40]4[CH:45]=[CH:44][C:43]([N+:46]([O-:48])=[O:47])=[CH:42][CH:41]=4)=[O:38])CC3)C2)C=CC=1. No catalyst specified. The product is [F:20][C:3]([F:2])([F:19])[C:4]1[CH:5]=[C:6]([CH:10]2[CH2:13][C:12]3([CH2:18][CH2:17][N:16]([C:37]([O:39][C:40]4[CH:41]=[CH:42][C:43]([N+:46]([O-:48])=[O:47])=[CH:44][CH:45]=4)=[O:38])[CH2:15][CH2:14]3)[CH2:11]2)[CH:7]=[CH:8][CH:9]=1. The yield is 0.670. (7) The reactants are [NH:1]1[CH:5]=[N:4][CH:3]=[N:2]1.[Na].[F:7][C:8]1[CH:13]=[C:12]([F:14])[CH:11]=[CH:10][C:9]=1[C:15]1([C:18]([C:20]2[CH:25]=[CH:24][C:23]([I:26])=[CH:22][CH:21]=2)=[CH2:19])[CH2:17][O:16]1. The catalyst is CN(C=O)C. The product is [F:7][C:8]1[CH:13]=[C:12]([F:14])[CH:11]=[CH:10][C:9]=1[C:15]([OH:16])([C:18]([C:20]1[CH:21]=[CH:22][C:23]([I:26])=[CH:24][CH:25]=1)=[CH2:19])[CH2:17][N:1]1[CH:5]=[N:4][CH:3]=[N:2]1. The yield is 0.610. (8) The reactants are [C:1]1([C:7]2[N:11]([C:12]3[CH:13]=C([CH:17]=[CH:18][N:19]=3)C#N)[N:10]=[CH:9][CH:8]=2)[CH:6]=[CH:5][CH:4]=[CH:3][CH:2]=1.[OH-:20].[Na+].[CH3:22][CH2:23][OH:24]. The catalyst is O. The product is [C:1]1([C:7]2[N:11]([C:12]3[CH:13]=[C:22]([CH:17]=[CH:18][N:19]=3)[C:23]([OH:20])=[O:24])[N:10]=[CH:9][CH:8]=2)[CH:6]=[CH:5][CH:4]=[CH:3][CH:2]=1. The yield is 0.550. (9) The reactants are N[C:2]1[CH:7]=[CH:6][C:5]([C:8]2[C:16]3[C:11](=[N:12][CH:13]=[N:14][C:15]=3[NH2:17])[O:10][N:9]=2)=[CH:4][CH:3]=1.[N:18]1C=CC=CC=1.[CH3:24][C:25]1[CH:26]=[C:27]([N:31]=[C:32]=[O:33])[CH:28]=[CH:29][CH:30]=1. The catalyst is CN(C=O)C. The product is [NH2:17][C:15]1[N:14]=[CH:13][N:12]=[C:11]2[O:10][N:9]=[C:8]([C:5]3[CH:6]=[CH:7][C:2]([N:31]([C:27]4[CH:28]=[CH:29][CH:30]=[C:25]([CH3:24])[CH:26]=4)[C:32]([NH2:18])=[O:33])=[CH:3][CH:4]=3)[C:16]=12. The yield is 0.800.